Dataset: Forward reaction prediction with 1.9M reactions from USPTO patents (1976-2016). Task: Predict the product of the given reaction. (1) Given the reactants Br[CH2:2][C:3]1[CH:8]=[CH:7][C:6]([C:9]2[CH:14]=[CH:13][CH:12]=[C:11]([C:15]3[CH:16]=[C:17]([C:25]([S:28]([CH3:31])(=[O:30])=[O:29])([CH3:27])[CH3:26])[CH:18]=[C:19]4[C:24]=3[N:23]=[CH:22][CH:21]=[CH:20]4)[CH:10]=2)=[CH:5][CH:4]=1.[CH3:32][S:33]([O-:35])=[O:34].[Na+], predict the reaction product. The product is: [CH3:32][S:33]([CH2:2][C:3]1[CH:8]=[CH:7][C:6]([C:9]2[CH:14]=[CH:13][CH:12]=[C:11]([C:15]3[CH:16]=[C:17]([C:25]([S:28]([CH3:31])(=[O:30])=[O:29])([CH3:27])[CH3:26])[CH:18]=[C:19]4[C:24]=3[N:23]=[CH:22][CH:21]=[CH:20]4)[CH:10]=2)=[CH:5][CH:4]=1)(=[O:35])=[O:34]. (2) The product is: [Cl:1][C:2]1[CH:7]=[CH:6][CH:5]=[CH:4][C:3]=1[C:8]1[N:9]([C:30]2[CH:31]=[CH:32][C:33]([Cl:36])=[CH:34][CH:35]=2)[C:10]2[C:15]([N:16]=1)=[C:14]([N:17]1[CH2:22][CH2:21][C:20]([NH:23][S:38]([CH3:37])(=[O:40])=[O:39])([C:24]3[CH:29]=[CH:28][CH:27]=[CH:26][CH:25]=3)[CH2:19][CH2:18]1)[N:13]=[CH:12][N:11]=2. Given the reactants [Cl:1][C:2]1[CH:7]=[CH:6][CH:5]=[CH:4][C:3]=1[C:8]1[N:9]([C:30]2[CH:35]=[CH:34][C:33]([Cl:36])=[CH:32][CH:31]=2)[C:10]2[C:15]([N:16]=1)=[C:14]([N:17]1[CH2:22][CH2:21][C:20]([C:24]3[CH:29]=[CH:28][CH:27]=[CH:26][CH:25]=3)([NH2:23])[CH2:19][CH2:18]1)[N:13]=[CH:12][N:11]=2.[CH3:37][S:38](Cl)(=[O:40])=[O:39].C(N(CC)CC)C, predict the reaction product. (3) Given the reactants [CH3:1][CH2:2][O:3][C:4]([C@H:6]1[CH2:10][CH2:9][C:8](=[O:11])[N:7]1[C:12]([O:14][C:15]([CH3:18])([CH3:17])[CH3:16])=[O:13])=[O:5].O.[Cl:20][C:21]1[CH:22]=[C:23]([Mg]Br)[CH:24]=[CH:25][CH:26]=1, predict the reaction product. The product is: [C:15]([O:14][C:12]([NH:7][C@H:6]([CH2:10][CH2:9][C:8]([C:25]1[CH:24]=[CH:23][CH:22]=[C:21]([Cl:20])[CH:26]=1)=[O:11])[C:4]([O:3][CH2:2][CH3:1])=[O:5])=[O:13])([CH3:18])([CH3:17])[CH3:16]. (4) Given the reactants C([O:3][C:4]([C:6]1[NH:7][C:8]2[C:13]([CH:14]=1)=[CH:12][C:11]([CH:15]1[CH2:20][CH2:19][CH2:18][N:17]([CH2:21][CH2:22][O:23][CH3:24])[CH2:16]1)=[CH:10][CH:9]=2)=O)C.[F:25][C:26]1[CH:27]=[C:28]([CH:30]=[C:31]([F:33])[CH:32]=1)[NH2:29], predict the reaction product. The product is: [F:25][C:26]1[CH:27]=[C:28]([NH:29][C:4]([C:6]2[NH:7][C:8]3[C:13]([CH:14]=2)=[CH:12][C:11]([CH:15]2[CH2:20][CH2:19][CH2:18][N:17]([CH2:21][CH2:22][O:23][CH3:24])[CH2:16]2)=[CH:10][CH:9]=3)=[O:3])[CH:30]=[C:31]([F:33])[CH:32]=1.